This data is from Reaction yield outcomes from USPTO patents with 853,638 reactions. The task is: Predict the reaction yield, written as a fraction of the theoretical maximum amount of product (1.0 means a 100% yield; for example, 0.34 means a 34% yield). (1) The reactants are [F:1][C:2]([F:30])([C:14]1[N:18]2[CH:19]=[C:20]([C:24]3[CH:25]=[N:26][N:27]([CH3:29])[CH:28]=3)[CH:21]=[C:22]([F:23])[C:17]2=[N:16][N:15]=1)[C:3]1[CH:4]=[C:5]2[C:10](=[CH:11][CH:12]=1)[N:9]=[CH:8][C:7]([OH:13])=[CH:6]2.C1(P(C2C=CC=CC=2)C2C=CC=CC=2)C=CC=CC=1.O[CH2:51][CH2:52][CH2:53][N:54]1[CH2:59][CH2:58][O:57][CH2:56][CH2:55]1.N(C(OC(C)(C)C)=O)=NC(OC(C)(C)C)=O. The catalyst is CO.C(Cl)Cl.C1COCC1. The product is [F:30][C:2]([F:1])([C:14]1[N:18]2[CH:19]=[C:20]([C:24]3[CH:25]=[N:26][N:27]([CH3:29])[CH:28]=3)[CH:21]=[C:22]([F:23])[C:17]2=[N:16][N:15]=1)[C:3]1[CH:4]=[C:5]2[C:10](=[CH:11][CH:12]=1)[N:9]=[CH:8][C:7]([O:13][CH2:51][CH2:52][CH2:53][N:54]1[CH2:59][CH2:58][O:57][CH2:56][CH2:55]1)=[CH:6]2. The yield is 0.330. (2) The reactants are [CH3:1][O:2][C:3]1[CH:8]=[CH:7][C:6]([C:9]2([C:12]([OH:14])=[O:13])[CH2:11][CH2:10]2)=[CH:5][CH:4]=1.O.[C:16]1(C)C=CC(S(O)(=O)=O)=CC=1. The catalyst is CO. The product is [CH3:16][O:13][C:12]([C:9]1([C:6]2[CH:5]=[CH:4][C:3]([O:2][CH3:1])=[CH:8][CH:7]=2)[CH2:10][CH2:11]1)=[O:14]. The yield is 0.990.